Dataset: Experimentally validated miRNA-target interactions with 360,000+ pairs, plus equal number of negative samples. Task: Binary Classification. Given a miRNA mature sequence and a target amino acid sequence, predict their likelihood of interaction. (1) The miRNA is mmu-miR-7028-3p with sequence CCUUCUCUUCCCCCUCGGCCAG. The protein sequence of the target gene is MEAVETGERPTFGAWDYGVFALMLLVSTGIGLWVGLARGGQRSAEDFFTGGRRLAALPVGLSLSASFMSAVQVLGVPSEAYRYGLKFLWMCLGQLLNSVLTALLFMPVFYRLGLTSTYEYLEMRFSRAVRLCGTLQYIVATMLYTGIVIYAPALILNQVTGLDIWASLLSTGIICTFYTAVGGMKAVVWTDVFQVVVMLSGFWVVLARGVMLVGGPRQVLTLAQNHSRINLMDFNPDPRSRYTFWTFVVGGTLVWLSMYGVNQAQVQRYVACRTEKQAKLALLINQVGLFLIVSSAACCG.... Result: 0 (no interaction). (2) The miRNA is hsa-miR-1193 with sequence GGGAUGGUAGACCGGUGACGUGC. The protein sequence of the target gene is MLSSGVETQPVPLDSSMSAVVQELYSELPVSVSRELHADPEPSVIPDVKPGASSSLLSQNRALPLELQRTHVESCCEETYETLDHGSEPGRCGLVDSTAGGSVASGILDRAKRSESMEPKVFRDPGGQAGIIREPSEGAKEDPHQHSTAAEEKTSPSQEDLLMQSSKELSHVDLPEDFLRSKEGNVQITAETLLKSAEVQGMKVNGTKTDNNEGHKNGNVSKDLSAGCGEFQEVDKIMTSDEVSETSTLVTPEPLTFVDPVLTEATPKEKECEELKSCPWLSLPGNSAISNVDNGKEELC.... Result: 0 (no interaction). (3) The miRNA is hsa-miR-96-3p with sequence AAUCAUGUGCAGUGCCAAUAUG. The protein sequence of the target gene is MARSVTLVFLVLVSLTGLYAIQKTPQIQVYSRHPPENGKPNILNCYVTQFHPPHIEIQMLKNGKKIPKVEMSDMSFSKDWSFYILAHTEFTPTETDTYACRVKHASMAEPKTVYWDRDM. Result: 0 (no interaction).